This data is from Forward reaction prediction with 1.9M reactions from USPTO patents (1976-2016). The task is: Predict the product of the given reaction. (1) Given the reactants [CH2:1]([O:3][NH2:4])[CH3:2].Cl.[Br:6][C:7]1[CH:8]=[CH:9][C:10]2[N:11]([CH3:20])[S:12](=[O:19])(=[O:18])[CH2:13][C:14](=O)[C:15]=2[N:16]=1, predict the reaction product. The product is: [Br:6][C:7]1[CH:8]=[CH:9][C:10]2[N:11]([CH3:20])[S:12](=[O:18])(=[O:19])[CH2:13][C:14](=[N:4][O:3][CH2:1][CH3:2])[C:15]=2[N:16]=1. (2) Given the reactants [Br:1][C:2]1[CH:7]=[CH:6][N:5]([CH2:8][C:9]([OH:12])([CH3:11])[CH3:10])[C:4](=[O:13])[CH:3]=1.[CH3:14]I, predict the reaction product. The product is: [Br:1][C:2]1[CH:7]=[CH:6][N:5]([CH2:8][C:9]([O:12][CH3:14])([CH3:10])[CH3:11])[C:4](=[O:13])[CH:3]=1.